Dataset: TCR-epitope binding with 47,182 pairs between 192 epitopes and 23,139 TCRs. Task: Binary Classification. Given a T-cell receptor sequence (or CDR3 region) and an epitope sequence, predict whether binding occurs between them. The epitope is TEILPVSMTK. The TCR CDR3 sequence is CASSSGTGPNEKLFF. Result: 0 (the TCR does not bind to the epitope).